This data is from Forward reaction prediction with 1.9M reactions from USPTO patents (1976-2016). The task is: Predict the product of the given reaction. (1) Given the reactants [F:1][C:2]1[CH:3]=[C:4]([CH2:9][C:10]([NH:12][C@H:13]([C:15]([OH:17])=O)[CH3:14])=[O:11])[CH:5]=[C:6]([F:8])[CH:7]=1.[NH2:18][C@@H:19]1[C:27]2[C:22](=[CH:23][CH:24]=[CH:25][CH:26]=2)[CH2:21][C@@H:20]1[OH:28], predict the reaction product. The product is: [F:8][C:6]1[CH:5]=[C:4]([CH2:9][C:10]([NH:12][C@H:13]([C:15]([C@@:19]2([NH2:18])[C:27]3[C:22](=[CH:23][CH:24]=[CH:25][CH:26]=3)[CH2:21][C@@H:20]2[OH:28])=[O:17])[CH3:14])=[O:11])[CH:3]=[C:2]([F:1])[CH:7]=1. (2) Given the reactants [BH4-].[Na+].[NH2:3][C:4]1[S:5][C:6]([CH2:14][C:15]2[CH:20]=[CH:19][CH:18]=[CH:17][CH:16]=2)=[CH:7][C:8]=1[C:9]([O:11][CH2:12][CH3:13])=[O:10].C(=O)(O)[O-].[Na+], predict the reaction product. The product is: [CH3:4][CH:8]([CH3:9])[CH2:7][NH:3][C:4]1[S:5][C:6]([CH2:14][C:15]2[CH:20]=[CH:19][CH:18]=[CH:17][CH:16]=2)=[CH:7][C:8]=1[C:9]([O:11][CH2:12][CH3:13])=[O:10]. (3) Given the reactants [Cl:1][C:2]1[N:6]([CH2:7][C:8](OC(C)C)=[O:9])[C:5]2[C:14]([CH:19]([CH2:22][CH3:23])[CH2:20][CH3:21])=[CH:15][CH:16]=[C:17]([Cl:18])[C:4]=2[N:3]=1.[BH4-].[Li+], predict the reaction product. The product is: [Cl:1][C:2]1[N:6]([CH2:7][CH2:8][OH:9])[C:5]2[C:14]([CH:19]([CH2:22][CH3:23])[CH2:20][CH3:21])=[CH:15][CH:16]=[C:17]([Cl:18])[C:4]=2[N:3]=1. (4) Given the reactants [H-].[Al+3].[Li+].[H-].[H-].[H-].[CH2:7]([N:14]1[CH2:21][CH:20]2[O:22][CH:16]([CH2:17][N:18](S(C3C=CC=CC=3)(=O)=O)[CH2:19]2)[CH2:15]1)[C:8]1[CH:13]=[CH:12][CH:11]=[CH:10][CH:9]=1.O.[OH-].[K+], predict the reaction product. The product is: [CH2:7]([N:14]1[CH2:21][CH:20]2[O:22][CH:16]([CH2:17][NH:18][CH2:19]2)[CH2:15]1)[C:8]1[CH:9]=[CH:10][CH:11]=[CH:12][CH:13]=1. (5) Given the reactants [N:1]1[CH:6]=[CH:5][CH:4]=[CH:3][C:2]=1[N:7]([CH2:31][CH2:32][C:33]([O:35][CH2:36][CH3:37])=[O:34])[C:8]([C:10]1[CH:30]=[CH:29][C:13]2[N:14]([CH3:28])[C:15]([CH2:17][N:18]([C:20]3[CH:25]=[CH:24][C:23]([C:26]#[N:27])=[CH:22][CH:21]=3)[CH3:19])=[N:16][C:12]=2[CH:11]=1)=[O:9].[ClH:38].C(=O)([O-])[O-].[NH4+:43].[NH4+], predict the reaction product. The product is: [ClH:38].[N:1]1[CH:6]=[CH:5][CH:4]=[CH:3][C:2]=1[N:7]([CH2:31][CH2:32][C:33]([O:35][CH2:36][CH3:37])=[O:34])[C:8]([C:10]1[CH:30]=[CH:29][C:13]2[N:14]([CH3:28])[C:15]([CH2:17][N:18]([C:20]3[CH:25]=[CH:24][C:23]([C:26](=[NH:43])[NH2:27])=[CH:22][CH:21]=3)[CH3:19])=[N:16][C:12]=2[CH:11]=1)=[O:9]. (6) Given the reactants [CH3:1][C:2]1[CH:3]=[C:4]([CH:12]=[O:13])[C:5]2[CH2:6][CH2:7][CH2:8][C:9]=2[C:10]=1[OH:11].[C:14](=O)([O-])[O-].[K+].[K+].CI.O, predict the reaction product. The product is: [CH3:14][O:11][C:10]1[C:9]2[CH2:8][CH2:7][CH2:6][C:5]=2[C:4]([CH:12]=[O:13])=[CH:3][C:2]=1[CH3:1].